Task: Predict which catalyst facilitates the given reaction.. Dataset: Catalyst prediction with 721,799 reactions and 888 catalyst types from USPTO (1) Reactant: Cl[C:2]1[C:7]([N+:8]([O-:10])=[O:9])=[CH:6][CH:5]=[C:4]([Cl:11])[N:3]=1.C(N(CC)CC)C.[CH:19]([C:22]1[S:23][CH:24]=[C:25]([C:27]2[CH:33]=[CH:32][C:30]([NH2:31])=[CH:29][CH:28]=2)[N:26]=1)([CH3:21])[CH3:20]. Product: [CH:19]([C:22]1[S:23][CH:24]=[C:25]([C:27]2[CH:28]=[CH:29][C:30]([NH:31][C:2]3[C:7]([N+:8]([O-:10])=[O:9])=[CH:6][CH:5]=[C:4]([Cl:11])[N:3]=3)=[CH:32][CH:33]=2)[N:26]=1)([CH3:21])[CH3:20]. The catalyst class is: 5. (2) The catalyst class is: 29. Reactant: [CH3:1][O:2][C:3](=[O:23])[C:4]([O:7][C:8]1[CH:13]=[CH:12][C:11]([O:14]CC2C=CC=CC=2)=[CH:10][C:9]=1[CH3:22])([CH3:6])[CH3:5].[H][H].C(OCC)(=O)C. Product: [CH3:1][O:2][C:3](=[O:23])[C:4]([O:7][C:8]1[CH:13]=[CH:12][C:11]([OH:14])=[CH:10][C:9]=1[CH3:22])([CH3:6])[CH3:5]. (3) The catalyst class is: 19. Product: [NH2:21][C:16]1[CH:17]=[N:18][CH:19]=[CH:20][C:15]=1[C@@H:13]1[O:12][C@H:11]([CH3:24])[C@@:10]([CH2:26][O:27][Si:28]([C:31]([CH3:32])([CH3:33])[CH3:34])([CH3:29])[CH3:30])([OH:25])[C@H:9]([O:8][Si:1]([C:4]([CH3:5])([CH3:7])[CH3:6])([CH3:2])[CH3:3])[CH2:14]1. Reactant: [Si:1]([O:8][C@@H:9]1[CH2:14][C@H:13]([C:15]2[CH:20]=[CH:19][N:18]=[CH:17][C:16]=2[N+:21]([O-])=O)[O:12][C@H:11]([CH3:24])[C@@:10]1([CH2:26][O:27][Si:28]([C:31]([CH3:34])([CH3:33])[CH3:32])([CH3:30])[CH3:29])[OH:25])([C:4]([CH3:7])([CH3:6])[CH3:5])([CH3:3])[CH3:2]. (4) Reactant: [NH:1]1[C:9]2[C:4](=[CH:5][CH:6]=[CH:7][CH:8]=2)[CH:3]=[C:2]1[C:10]([OH:12])=[O:11].C1N=CN(C(N2C=NC=C2)=O)C=1.[C:25](O)([CH3:28])([CH3:27])[CH3:26]. Product: [C:25]([O:11][C:10]([C:2]1[NH:1][C:9]2[C:4]([CH:3]=1)=[CH:5][CH:6]=[CH:7][CH:8]=2)=[O:12])([CH3:28])([CH3:27])[CH3:26]. The catalyst class is: 1. (5) Reactant: C(NC(C)C)(C)C.[Li].[C:9]([O:13][C:14]([N:16]1[CH2:21][CH2:20][C:19](=[O:22])[CH2:18][CH2:17]1)=[O:15])([CH3:12])([CH3:11])[CH3:10].C1C=CC(N([S:30]([C:33]([F:36])([F:35])[F:34])(=[O:32])=[O:31])[S:30]([C:33]([F:36])([F:35])[F:34])(=[O:32])=[O:31])=CC=1. Product: [C:9]([O:13][C:14]([N:16]1[CH2:17][CH:18]=[C:19]([O:22][S:30]([C:33]([F:36])([F:35])[F:34])(=[O:32])=[O:31])[CH2:20][CH2:21]1)=[O:15])([CH3:12])([CH3:10])[CH3:11]. The catalyst class is: 7. (6) Product: [CH3:16][C:17]1[C:18]([N:23]([CH2:50][O:51][CH2:52][CH2:53][O:54][CH3:55])[S:24]([C:27]2[S:28][C:29]([CH3:49])=[CH:30][C:31]=2[C:32]2[CH:43]=[CH:42][C:35]([CH2:36][N:7]3[C:8]4[C:3](=[C:2]([CH3:1])[N:11]=[C:10]([CH3:12])[CH:9]=4)[CH:4]=[CH:5][C:6]3=[O:13])=[CH:34][C:33]=2[O:44][CH2:45][CH:46]([CH3:48])[CH3:47])(=[O:26])=[O:25])=[N:19][O:20][C:21]=1[CH3:22]. Reactant: [CH3:1][C:2]1[N:11]=[C:10]([CH3:12])[CH:9]=[C:8]2[C:3]=1[CH:4]=[CH:5][C:6](=[O:13])[NH:7]2.[H-].[Na+].[CH3:16][C:17]1[C:18]([N:23]([CH2:50][O:51][CH2:52][CH2:53][O:54][CH3:55])[S:24]([C:27]2[S:28][C:29]([CH3:49])=[CH:30][C:31]=2[C:32]2[CH:43]=[CH:42][C:35]([CH2:36]OS(C)(=O)=O)=[CH:34][C:33]=2[O:44][CH2:45][CH:46]([CH3:48])[CH3:47])(=[O:26])=[O:25])=[N:19][O:20][C:21]=1[CH3:22].O. The catalyst class is: 42.